Task: Predict which catalyst facilitates the given reaction.. Dataset: Catalyst prediction with 721,799 reactions and 888 catalyst types from USPTO (1) Reactant: [CH:1]([C:4]1[CH:10]=[CH:9][CH:8]=[C:7]([CH:11]([CH3:13])[CH3:12])[C:5]=1[NH2:6])([CH3:3])[CH3:2].[Si]([N:18]=[N+:19]=[N-])(C)(C)C. Product: [CH:11]([C:7]1[CH:8]=[CH:9][CH:10]=[C:4]([CH:1]([CH3:3])[CH3:2])[C:5]=1[N:6]=[N+:18]=[N-:19])([CH3:13])[CH3:12]. The catalyst class is: 23. (2) Reactant: [C:1]1(/[CH:7]=[CH:8]\[CH2:9][O:10][C:11](=[O:22])[C:12](=[N+]=[N-])[C:13]([O:15][C:16]([CH3:19])([CH3:18])[CH3:17])=[O:14])[CH:6]=[CH:5][CH:4]=[CH:3][CH:2]=1.P(OCC)(OCC)OCC. Product: [C:16]([O:15][C:13]([C@:12]12[C@@H:7]([C:1]3[CH:6]=[CH:5][CH:4]=[CH:3][CH:2]=3)[C@H:8]1[CH2:9][O:10][C:11]2=[O:22])=[O:14])([CH3:19])([CH3:18])[CH3:17]. The catalyst class is: 432. (3) Reactant: [CH3:1][O:2][C:3]1[C:8](B(O)O)=[CH:7][CH:6]=[CH:5][CH:4]=1.O.[C:13]([OH:17])(=[O:16])[CH:14]=O.[CH3:18][N:19]1[CH2:24][CH2:23][NH:22][CH2:21][CH2:20]1. Product: [CH3:1][O:2][C:3]1[CH:4]=[CH:5][CH:6]=[CH:7][C:8]=1[CH:14]([N:22]1[CH2:23][CH2:24][N:19]([CH3:18])[CH2:20][CH2:21]1)[C:13]([OH:17])=[O:16]. The catalyst class is: 23. (4) Reactant: [Cl:1][C:2]1[CH:3]=[C:4]([CH:26]=[CH:27][C:28]=1[O:29][CH3:30])[CH2:5][O:6][C:7]1[C:12]([C:13]([NH:15][CH2:16][C:17]2[CH:22]=[CH:21][C:20]([F:23])=[CH:19][CH:18]=2)=[O:14])=[CH:11][N:10]=[C:9]([S:24][CH3:25])[N:8]=1.C1C=C(Cl)C=C(C(OO)=[O:39])C=1. Product: [Cl:1][C:2]1[CH:3]=[C:4]([CH:26]=[CH:27][C:28]=1[O:29][CH3:30])[CH2:5][O:6][C:7]1[C:12]([C:13]([NH:15][CH2:16][C:17]2[CH:22]=[CH:21][C:20]([F:23])=[CH:19][CH:18]=2)=[O:14])=[CH:11][N:10]=[C:9]([S:24]([CH3:25])=[O:39])[N:8]=1. The catalyst class is: 4. (5) Reactant: O.O.N[C@H](C([O-])=O)CCC([O-])=[O:8].[Zn+2:13].C([O-])(=O)CC([O-])=[O:17].[Na+].[Na+].[CH2:23]([C:27]([O-:29])=[O:28])[C:24]([O-:26])=[O:25].[Cl-].[Zn+2].[Cl-]. Product: [OH2:8].[OH2:17].[C:27]([O-:29])(=[O:28])[CH2:23][C:24]([O-:26])=[O:25].[Zn+2:13]. The catalyst class is: 6. (6) Reactant: [F:1][C:2]1[CH:7]=[CH:6][C:5]([C:8]2[C:17]3[C:12](=[CH:13][C:14]([C:19]([O:21]C)=[O:20])=[C:15]([CH3:18])[CH:16]=3)[O:11][C:10](=[O:23])[CH:9]=2)=[CH:4][CH:3]=1.[Li+].[OH-].Cl. Product: [F:1][C:2]1[CH:3]=[CH:4][C:5]([C:8]2[C:17]3[C:12](=[CH:13][C:14]([C:19]([OH:21])=[O:20])=[C:15]([CH3:18])[CH:16]=3)[O:11][C:10](=[O:23])[CH:9]=2)=[CH:6][CH:7]=1. The catalyst class is: 1.